Dataset: Catalyst prediction with 721,799 reactions and 888 catalyst types from USPTO. Task: Predict which catalyst facilitates the given reaction. (1) Reactant: [CH3:1][O:2][C:3]([C:5]1[C:14]2[C:9](=[C:10]([NH:15][S:16]([C:19]3[CH:24]=[CH:23][CH:22]=[CH:21][C:20]=3N)(=[O:18])=[O:17])[CH:11]=[CH:12][CH:13]=2)[N:8]=[CH:7][CH:6]=1)=[O:4].N(OC(C)(C)C)=O.CC(O)=O. Product: [CH3:1][O:2][C:3]([C:5]1[C:14]2[C:9](=[C:10]3[C:11](=[CH:12][CH:13]=2)[C:20]2[C:19](=[CH:24][CH:23]=[CH:22][CH:21]=2)[S:16](=[O:18])(=[O:17])[NH:15]3)[N:8]=[CH:7][CH:6]=1)=[O:4]. The catalyst class is: 1. (2) Reactant: Cl[CH2:2][C@H:3]([OH:19])[CH2:4][NH:5][C:6]1[CH:11]=[CH:10][C:9]([N:12]2[CH2:17][CH2:16][O:15][CH2:14][C:13]2=[O:18])=[CH:8][CH:7]=1.[NH3:20].C.C(=O)([O-])[O-].[K+].[K+]. Product: [NH2:20][CH2:2][C@@H:3]([OH:19])[CH2:4][NH:5][C:6]1[CH:11]=[CH:10][C:9]([N:12]2[CH2:17][CH2:16][O:15][CH2:14][C:13]2=[O:18])=[CH:8][CH:7]=1. The catalyst class is: 2. (3) Reactant: [CH3:1][NH2:2].[CH2:3]([O:5][C:6]1[C:13]([O:14][C:15]([F:18])([F:17])[F:16])=[CH:12][CH:11]=[CH:10][C:7]=1[CH:8]=O)[CH3:4].[BH4-].[Na+]. Product: [CH2:3]([O:5][C:6]1[C:13]([O:14][C:15]([F:18])([F:17])[F:16])=[CH:12][CH:11]=[CH:10][C:7]=1[CH2:8][CH2:1][NH2:2])[CH3:4]. The catalyst class is: 5. (4) Reactant: [Na].[CH2:2]([O:9][CH2:10][C:11]([NH2:13])=[NH:12])[C:3]1[CH:8]=[CH:7][CH:6]=[CH:5][CH:4]=1.C([O:16][CH:17]=[C:18]([C:24](OCC)=O)[C:19]([O:21][CH2:22][CH3:23])=[O:20])C. Product: [CH2:2]([O:9][CH2:10][C:11]1[N:13]=[C:17]([OH:16])[C:18]([C:19]([O:21][CH2:22][CH3:23])=[O:20])=[CH:24][N:12]=1)[C:3]1[CH:8]=[CH:7][CH:6]=[CH:5][CH:4]=1. The catalyst class is: 14. (5) Reactant: C[O:2][C:3](=[O:51])[CH2:4][CH:5]1[CH2:10][CH2:9][CH:8]([CH2:11][N:12]2[CH2:18][CH2:17][CH2:16][C@H:15]([N:19]([CH2:26][C:27]3[CH:32]=[C:31]([C:33]([F:36])([F:35])[F:34])[CH:30]=[C:29]([C:37]([F:40])([F:39])[F:38])[CH:28]=3)[C:20]3[N:21]=[N:22][N:23]([CH3:25])[N:24]=3)[C:14]3[CH:41]=[C:42]([CH3:50])[C:43]([C:46]([F:49])([F:48])[F:47])=[C:44]([CH3:45])[C:13]2=3)[CH2:7][CH2:6]1. Product: [F:39][C:37]([F:38])([F:40])[C:29]1[CH:28]=[C:27]([CH:32]=[C:31]([C:33]([F:36])([F:35])[F:34])[CH:30]=1)[CH2:26][N:19]([C:20]1[N:21]=[N:22][N:23]([CH3:25])[N:24]=1)[C@H:15]1[CH2:16][CH2:17][CH2:18][N:12]([CH2:11][CH:8]2[CH2:9][CH2:10][CH:5]([CH2:4][C:3]([OH:51])=[O:2])[CH2:6][CH2:7]2)[C:13]2[C:44]([CH3:45])=[C:43]([C:46]([F:47])([F:48])[F:49])[C:42]([CH3:50])=[CH:41][C:14]1=2. The catalyst class is: 562. (6) Reactant: [CH:1](=O)[CH2:2][CH2:3][CH3:4].C(O)(=O)C.[C:10]([O:14][C:15](=[O:36])[CH2:16][NH:17][C:18]1[CH:23]=[CH:22][C:21]([NH:24][S:25]([C:28]2[CH:33]=[CH:32][C:31]([F:34])=[CH:30][CH:29]=2)(=[O:27])=[O:26])=[CH:20][C:19]=1[NH2:35])([CH3:13])([CH3:12])[CH3:11]. Product: [C:10]([O:14][C:15](=[O:36])[CH2:16][N:17]1[C:18]2[CH:23]=[CH:22][C:21]([NH:24][S:25]([C:28]3[CH:29]=[CH:30][C:31]([F:34])=[CH:32][CH:33]=3)(=[O:27])=[O:26])=[CH:20][C:19]=2[N:35]=[C:1]1[CH2:2][CH2:3][CH3:4])([CH3:13])([CH3:11])[CH3:12]. The catalyst class is: 14. (7) Reactant: [CH3:1][O:2][C:3]1[CH:18]=[CH:17][C:6]([O:7][C:8]2[CH:9]=[C:10]3[C:14](=[CH:15][CH:16]=2)[NH:13][N:12]=[CH:11]3)=[CH:5][CH:4]=1.[H-].[Na+].I[CH:22]([CH3:24])[CH3:23]. Product: [CH:22]([N:13]1[C:14]2[C:10](=[CH:9][C:8]([O:7][C:6]3[CH:17]=[CH:18][C:3]([O:2][CH3:1])=[CH:4][CH:5]=3)=[CH:16][CH:15]=2)[CH:11]=[N:12]1)([CH3:24])[CH3:23]. The catalyst class is: 35.